This data is from Reaction yield outcomes from USPTO patents with 853,638 reactions. The task is: Predict the reaction yield, written as a fraction of the theoretical maximum amount of product (1.0 means a 100% yield; for example, 0.34 means a 34% yield). The reactants are [CH2:1]([O:3][C:4](=[O:55])[CH2:5][NH:6][C:7]([C:9]1[C:14]([O:15][CH2:16][C:17]2[CH:22]=[CH:21][CH:20]=[CH:19][CH:18]=2)=[C:13]([CH3:23])[N:12]=[C:11]([CH2:24][CH:25]2[CH2:30][CH2:29][N:28]([C:31]3[CH:36]=[CH:35][C:34]([CH2:37][C:38]4[CH:39]=[N:40][C:41]([O:44][CH2:45][CH2:46][O:47][Si](C(C)(C)C)(C)C)=[CH:42][CH:43]=4)=[CH:33][CH:32]=3)[CH2:27][CH2:26]2)[N:10]=1)=[O:8])[CH3:2].[F-].C([N+](CCCC)(CCCC)CCCC)CCC.O. The catalyst is O1CCCC1. The product is [CH2:1]([O:3][C:4](=[O:55])[CH2:5][NH:6][C:7]([C:9]1[C:14]([O:15][CH2:16][C:17]2[CH:18]=[CH:19][CH:20]=[CH:21][CH:22]=2)=[C:13]([CH3:23])[N:12]=[C:11]([CH2:24][CH:25]2[CH2:30][CH2:29][N:28]([C:31]3[CH:32]=[CH:33][C:34]([CH2:37][C:38]4[CH:39]=[N:40][C:41]([O:44][CH2:45][CH2:46][OH:47])=[CH:42][CH:43]=4)=[CH:35][CH:36]=3)[CH2:27][CH2:26]2)[N:10]=1)=[O:8])[CH3:2]. The yield is 0.660.